This data is from Peptide-MHC class I binding affinity with 185,985 pairs from IEDB/IMGT. The task is: Regression. Given a peptide amino acid sequence and an MHC pseudo amino acid sequence, predict their binding affinity value. This is MHC class I binding data. (1) The peptide sequence is SAGFTATICL. The MHC is HLA-A02:06 with pseudo-sequence HLA-A02:06. The binding affinity (normalized) is 0.280. (2) The peptide sequence is LMCPDECPG. The MHC is HLA-B15:01 with pseudo-sequence HLA-B15:01. The binding affinity (normalized) is 0.371. (3) The peptide sequence is ARQCRAPRRQ. The MHC is HLA-B27:05 with pseudo-sequence HLA-B27:05. The binding affinity (normalized) is 0.135. (4) The peptide sequence is EIAQHGAWY. The MHC is HLA-B57:01 with pseudo-sequence HLA-B57:01. The binding affinity (normalized) is 0.0847. (5) The peptide sequence is FLARAIVFV. The MHC is HLA-A02:06 with pseudo-sequence HLA-A02:06. The binding affinity (normalized) is 0.961. (6) The peptide sequence is SPVSRSHSF. The MHC is HLA-A02:03 with pseudo-sequence HLA-A02:03. The binding affinity (normalized) is 0.0847. (7) The peptide sequence is QPQYSQPQQPI. The MHC is HLA-B51:01 with pseudo-sequence HLA-B51:01. The binding affinity (normalized) is 0.137.